This data is from Reaction yield outcomes from USPTO patents with 853,638 reactions. The task is: Predict the reaction yield, written as a fraction of the theoretical maximum amount of product (1.0 means a 100% yield; for example, 0.34 means a 34% yield). (1) The reactants are [O:1]1CCO[CH:2]1[C:6]1[CH:11]=[CH:10][C:9]([NH:12][C:13]([CH2:15][CH2:16][CH2:17][CH2:18][N:19]([CH3:46])[C:20]([CH2:22][CH2:23][N:24]2[CH2:29][CH2:28][CH:27]([O:30][C:31](=[O:45])[NH:32][C:33]3[CH:38]=[CH:37][CH:36]=[CH:35][C:34]=3[C:39]3[CH:44]=[CH:43][CH:42]=[CH:41][CH:40]=3)[CH2:26][CH2:25]2)=[O:21])=[O:14])=[CH:8][CH:7]=1. The catalyst is Cl.C(#N)C. The product is [CH:2]([C:6]1[CH:11]=[CH:10][C:9]([NH:12][C:13]([CH2:15][CH2:16][CH2:17][CH2:18][N:19]([CH3:46])[C:20]([CH2:22][CH2:23][N:24]2[CH2:25][CH2:26][CH:27]([O:30][C:31](=[O:45])[NH:32][C:33]3[CH:38]=[CH:37][CH:36]=[CH:35][C:34]=3[C:39]3[CH:44]=[CH:43][CH:42]=[CH:41][CH:40]=3)[CH2:28][CH2:29]2)=[O:21])=[O:14])=[CH:8][CH:7]=1)=[O:1]. The yield is 1.00. (2) The reactants are [O:1]1[CH:5]=[CH:4][CH:3]=[C:2]1[C:6]1[CH:11]=[C:10](S(C)=O)[N:9]=[C:8]([NH2:15])[N:7]=1.[OH:16][CH2:17][CH2:18][C:19]1[CH:24]=[CH:23][CH:22]=[CH:21][N:20]=1.C1CCN2C(=NCCC2)CC1. The catalyst is COCCOC. The product is [O:1]1[CH:5]=[CH:4][CH:3]=[C:2]1[C:6]1[CH:11]=[C:10]([O:16][CH2:17][CH2:18][C:19]2[CH:24]=[CH:23][CH:22]=[CH:21][N:20]=2)[N:9]=[C:8]([NH2:15])[N:7]=1. The yield is 0.350. (3) The yield is 0.384. The catalyst is C(O)(=O)C. The product is [Br:7][C:8]1[CH:13]=[C:12]2[C:11](=[CH:10][CH:9]=1)[NH:14][CH:4]=[C:3]2[CH:2]([CH3:6])[CH3:1]. The reactants are [CH3:1][CH:2]([CH3:6])[CH2:3][CH:4]=O.[Br:7][C:8]1[CH:13]=[CH:12][C:11]([NH:14]N)=[CH:10][CH:9]=1. (4) The reactants are C[N:2]([CH:4]=O)[CH3:3].P(Cl)(Cl)(Cl)=[O:7].[NH:11]1C2[C:14](=[CH:15][C:16]([O:20][CH2:21][C:22]([O:24][CH2:25][CH3:26])=[O:23])=[CH:17][CH:18]=2)[CH:13]=[CH:12]1. The catalyst is ClC(Cl)C. The product is [OH:7][N:11]=[CH:12][C:13]1[C:14]2[C:3](=[CH:18][CH:17]=[C:16]([O:20][CH2:21][C:22]([O:24][CH2:25][CH3:26])=[O:23])[CH:15]=2)[NH:2][CH:4]=1. The yield is 0.310. (5) The reactants are [CH2:1]([O:3][C:4]([C:6]1[NH:7][CH:8]=[CH:9][C:10]=1[NH2:11])=[O:5])[CH3:2].[Si:12]([O:19][CH:20]([C:23]1[CH:28]=[CH:27][C:26]([O:29][CH3:30])=[CH:25][CH:24]=1)[CH:21]=O)([C:15]([CH3:18])([CH3:17])[CH3:16])([CH3:14])[CH3:13]. No catalyst specified. The product is [CH2:1]([O:3][C:4]([C:6]1[NH:7][CH:8]=[CH:9][C:10]=1[NH:11][CH2:21][CH:20]([O:19][Si:12]([C:15]([CH3:16])([CH3:18])[CH3:17])([CH3:13])[CH3:14])[C:23]1[CH:28]=[CH:27][C:26]([O:29][CH3:30])=[CH:25][CH:24]=1)=[O:5])[CH3:2]. The yield is 0.190. (6) The reactants are [NH2:1][C:2]1[CH:7]=[CH:6][C:5]([CH3:8])=[CH:4][C:3]=1[NH:9][CH:10]1[CH2:15][CH2:14][N:13]([C@H:16]2[CH2:21][CH2:20][C@H:19]([O:22][CH2:23][CH3:24])[CH2:18][CH2:17]2)[CH2:12][CH2:11]1.C(N(C(C)C)CC)(C)C.[Cl:34][C:35]([O:38]C(=O)OC(Cl)(Cl)Cl)(Cl)Cl. The catalyst is ClCCl. The product is [ClH:34].[CH2:23]([O:22][C@H:19]1[CH2:20][CH2:21][C@H:16]([N:13]2[CH2:12][CH2:11][CH:10]([N:9]3[C:3]4[CH:4]=[C:5]([CH3:8])[CH:6]=[CH:7][C:2]=4[NH:1][C:35]3=[O:38])[CH2:15][CH2:14]2)[CH2:17][CH2:18]1)[CH3:24]. The yield is 0.370. (7) The reactants are COCCO[AlH2-]OCCOC.[Na+].C1(C)C=CC=CC=1.[F:20][C:21]1[CH:29]=[CH:28][CH:27]=[C:26]2[C:22]=1[C:23](=O)[O:24][C:25]2=[O:30].[OH-].[Na+]. The catalyst is [Cl-].[Na+].O.C1COCC1. The product is [F:20][C:21]1[CH:29]=[CH:28][CH:27]=[C:26]([CH2:25][OH:30])[C:22]=1[CH2:23][OH:24]. The yield is 0.680. (8) The reactants are [C:1]([O:9][CH2:10][CH3:11])([O:6][CH2:7][CH3:8])(OCC)[CH3:2].N1C=CC=CC=1.[F:18][C:19]([F:30])([F:29])[C:20](O[C:20](=[O:21])[C:19]([F:30])([F:29])[F:18])=[O:21]. The catalyst is C(Cl)Cl. The product is [CH2:10]([O:9][C:1]([O:6][CH2:7][CH3:8])=[CH:2][C:20](=[O:21])[C:19]([F:30])([F:29])[F:18])[CH3:11]. The yield is 0.950. (9) The reactants are [Br:1][C:2]1[CH:6]=[N:5][N:4]([CH:7]([CH3:9])[CH3:8])[C:3]=1[C:10]1[CH:11]=[C:12]([NH2:18])[CH:13]=[CH:14][C:15]=1[O:16][CH3:17].[F:19][C:20]1[CH:21]=[C:22]([N:27]=[C:28]=[O:29])[CH:23]=[CH:24][C:25]=1[F:26]. The catalyst is C(Cl)Cl. The product is [Br:1][C:2]1[CH:6]=[N:5][N:4]([CH:7]([CH3:9])[CH3:8])[C:3]=1[C:10]1[CH:11]=[C:12]([NH:18][C:28]([NH:27][C:22]2[CH:23]=[CH:24][C:25]([F:26])=[C:20]([F:19])[CH:21]=2)=[O:29])[CH:13]=[CH:14][C:15]=1[O:16][CH3:17]. The yield is 0.800. (10) The reactants are [I:1][C:2]1[CH:3]=[C:4]2[C:9](=[CH:10][CH:11]=1)[N:8]=[CH:7][NH:6][C:5]2=O.P(Cl)(Cl)(Cl)=O.C(N(CC)CC)C.[NH2:25][C:26]1[CH:31]=[CH:30][CH:29]=[CH:28][CH:27]=1. The catalyst is CC(C)=O.C1(C)C=CC=CC=1. The product is [I:1][C:2]1[CH:3]=[C:4]2[C:9](=[CH:10][CH:11]=1)[N:8]=[CH:7][N:6]=[C:5]2[NH:25][C:26]1[CH:31]=[CH:30][CH:29]=[CH:28][CH:27]=1. The yield is 0.730.